The task is: Predict which catalyst facilitates the given reaction.. This data is from Catalyst prediction with 721,799 reactions and 888 catalyst types from USPTO. (1) Reactant: [OH-].[K+].[Cl:3][C:4]1[C:5]([NH:25][C:26](=[O:38])[CH2:27][C:28]23[CH2:37][CH:32]4[CH2:33][CH:34]([CH2:36][CH:30]([CH2:31]4)[CH2:29]2)[CH2:35]3)=[C:6]2[C:11](=[CH:12][CH:13]=1)[N:10]=[C:9]([N:14]1[CH2:19][CH2:18][CH:17]([C:20]([O:22]CC)=[O:21])[CH2:16][CH2:15]1)[CH:8]=[CH:7]2.Cl. Product: [Cl:3][C:4]1[C:5]([NH:25][C:26](=[O:38])[CH2:27][C:28]23[CH2:29][CH:30]4[CH2:31][CH:32]([CH2:33][CH:34]([CH2:36]4)[CH2:35]2)[CH2:37]3)=[C:6]2[C:11](=[CH:12][CH:13]=1)[N:10]=[C:9]([N:14]1[CH2:15][CH2:16][CH:17]([C:20]([OH:22])=[O:21])[CH2:18][CH2:19]1)[CH:8]=[CH:7]2. The catalyst class is: 24. (2) Reactant: [Cl:1][C:2]1[C:10]([Cl:11])=[CH:9][C:8]([Cl:12])=[CH:7][C:3]=1[CH:4]=[N:5]O. Product: [Cl:1][C:2]1[C:10]([Cl:11])=[CH:9][C:8]([Cl:12])=[CH:7][C:3]=1[C:4]#[N:5]. The catalyst class is: 152. (3) Reactant: BrC1N=C2CCCN(CCCCCCC([O-])=O)C2=NC=1Cl.[Br:22][C:23]1[N:24]=[C:25]2[CH2:33][CH2:32][C:31](=O)[N:30]([CH2:35][CH2:36][CH2:37][CH2:38][CH2:39][CH2:40][C:41]([O:43][CH2:44][CH3:45])=[O:42])[C:26]2=[N:27][C:28]=1[Cl:29].CO. Product: [Br:22][C:23]1[N:24]=[C:25]2[CH2:33][CH2:32][CH2:31][N:30]([CH2:35][CH2:36][CH2:37][CH2:38][CH2:39][CH2:40][C:41]([O:43][CH2:44][CH3:45])=[O:42])[C:26]2=[N:27][C:28]=1[Cl:29]. The catalyst class is: 1. (4) Reactant: [F:1][C:2]1[CH:7]=[C:6]([F:8])[CH:5]=[C:4](F)[C:3]=1[N+:10]([O-:12])=[O:11].[NH3:13]. Product: [F:1][C:2]1[C:3]([N+:10]([O-:12])=[O:11])=[C:4]([CH:5]=[C:6]([F:8])[CH:7]=1)[NH2:13]. The catalyst class is: 83. (5) Reactant: Br[C:2]1[C:10]2[C:5](=[N:6][C:7]([C:24]3[CH:29]=[CH:28][C:27]([F:30])=[CH:26][CH:25]=3)=[C:8]([C:18]3[CH:23]=[CH:22][N:21]=[CH:20][CH:19]=3)[C:9]=2[C:11]2[CH:16]=[CH:15][C:14]([F:17])=[CH:13][CH:12]=2)[NH:4][N:3]=1.[Cu](C#N)[C:32]#[N:33].C(N)CN. Product: [F:17][C:14]1[CH:13]=[CH:12][C:11]([C:9]2[C:8]([C:18]3[CH:23]=[CH:22][N:21]=[CH:20][CH:19]=3)=[C:7]([C:24]3[CH:25]=[CH:26][C:27]([F:30])=[CH:28][CH:29]=3)[N:6]=[C:5]3[NH:4][N:3]=[C:2]([C:32]#[N:33])[C:10]=23)=[CH:16][CH:15]=1. The catalyst class is: 60.